From a dataset of Forward reaction prediction with 1.9M reactions from USPTO patents (1976-2016). Predict the product of the given reaction. (1) The product is: [NH:20]([C:2]1[N:10]=[C:9]2[C:5]([N:6]=[CH:7][N:8]2[CH3:11])=[C:4]([NH:12][C:13]2[CH:18]=[CH:17][CH:16]=[CH:15][CH:14]=2)[N:3]=1)[NH2:21]. Given the reactants Cl[C:2]1[N:10]=[C:9]2[C:5]([N:6]=[CH:7][N:8]2[CH3:11])=[C:4]([NH:12][C:13]2[CH:18]=[CH:17][CH:16]=[CH:15][CH:14]=2)[N:3]=1.O.[NH2:20][NH2:21], predict the reaction product. (2) Given the reactants C(C1C=CC(N2CC[C@H](N[C@@H](C3C4C(=CC=CC=4)C=CC=3)C)C2)=CC=1)(=O)C.[C:28]1([C@H:38]([NH:40][C@H:41]2[CH2:45][CH2:44][N:43]([C:46]3[N:51]=[CH:50][CH:49]=[CH:48][N:47]=3)[CH2:42]2)[CH3:39])[C:37]2[C:32](=[CH:33][CH:34]=[CH:35][CH:36]=2)[CH:31]=[CH:30][CH:29]=1.[ClH:52], predict the reaction product. The product is: [ClH:52].[ClH:52].[C:28]1([C@H:38]([NH:40][C@H:41]2[CH2:45][CH2:44][N:43]([C:46]3[N:47]=[CH:48][CH:49]=[CH:50][N:51]=3)[CH2:42]2)[CH3:39])[C:37]2[C:32](=[CH:33][CH:34]=[CH:35][CH:36]=2)[CH:31]=[CH:30][CH:29]=1. (3) Given the reactants C(OC(=O)COC1C=CC(C#N)=CC=1C#CC1C=C(S(C)(=O)=O)C=CC=1F)(C)(C)C.[C:31]([O:35][C:36](=[O:48])[CH2:37][O:38][C:39]1[CH:44]=[CH:43][C:42]([Cl:45])=[CH:41][C:40]=1[C:46]#[CH:47])([CH3:34])([CH3:33])[CH3:32].I[C:50]1[CH:51]=[CH:52][C:53]2[C:57]3[CH:58]=[CH:59][CH:60]=[CH:61][C:56]=3[S:55](=[O:63])(=[O:62])[C:54]=2[CH:64]=1, predict the reaction product. The product is: [C:31]([O:35][C:36](=[O:48])[CH2:37][O:38][C:39]1[CH:44]=[CH:43][C:42]([Cl:45])=[CH:41][C:40]=1[C:46]#[C:47][C:60]1[CH:59]=[CH:58][C:57]2[C:53]3[CH:52]=[CH:51][CH:50]=[CH:64][C:54]=3[S:55](=[O:62])(=[O:63])[C:56]=2[CH:61]=1)([CH3:34])([CH3:33])[CH3:32]. (4) Given the reactants [CH3:1][C:2]1[C:11]2[C:6](=[CH:7][CH:8]=[CH:9][CH:10]=2)[C:5]([C:12]2(O)[C:25]3[CH:24]=[C:23]([C:26]4[CH:35]=[CH:34][C:33]5[C:28](=[CH:29][C:30]([Si:36]([CH:43]([CH3:45])[CH3:44])([CH:40]([CH3:42])[CH3:41])[CH:37]([CH3:39])[CH3:38])=[CH:31][CH:32]=5)[CH:27]=4)[CH:22]=[CH:21][C:20]=3[C:19]([C:47]3[C:56]4[C:51](=[CH:52][CH:53]=[CH:54][CH:55]=4)[C:50]([CH3:57])=[CH:49][CH:48]=3)(O)[C:18]3[C:13]2=[CH:14][CH:15]=[CH:16][CH:17]=3)=[CH:4][CH:3]=1, predict the reaction product. The product is: [CH3:1][C:2]1[C:11]2[C:6](=[CH:7][CH:8]=[CH:9][CH:10]=2)[C:5]([C:12]2[C:13]3[C:18]([C:19]([C:47]4[C:56]5[C:51](=[CH:52][CH:53]=[CH:54][CH:55]=5)[C:50]([CH3:57])=[CH:49][CH:48]=4)=[C:20]4[C:25]=2[CH:24]=[C:23]([C:26]2[CH:27]=[C:28]5[C:33]([CH:32]=[CH:31][C:30]([Si:36]([CH:40]([CH3:42])[CH3:41])([CH:43]([CH3:44])[CH3:45])[CH:37]([CH3:38])[CH3:39])=[CH:29]5)=[CH:34][CH:35]=2)[CH:22]=[CH:21]4)=[CH:17][CH:16]=[CH:15][CH:14]=3)=[CH:4][CH:3]=1. (5) The product is: [CH3:30][N:2]([CH3:1])[C:3]([C:5]1[C:18]([CH2:19][CH2:20][CH:21]([OH:28])[C:22]2[CH:23]=[CH:24][CH:25]=[CH:26][CH:27]=2)=[C:17]([OH:29])[C:8]2[N:9]=[C:10]([C:13]([F:16])([F:14])[F:15])[N:11]([CH3:12])[C:7]=2[CH:6]=1)=[O:4]. Given the reactants [CH3:1][N:2]([CH3:30])[C:3]([C:5]1[C:18]([CH2:19][CH2:20][C:21](=[O:28])[C:22]2[CH:27]=[CH:26][CH:25]=[CH:24][CH:23]=2)=[C:17]([OH:29])[C:8]2[N:9]=[C:10]([C:13]([F:16])([F:15])[F:14])[N:11]([CH3:12])[C:7]=2[CH:6]=1)=[O:4].[BH4-].[Na+].[Cl-].[NH4+].O, predict the reaction product.